From a dataset of Catalyst prediction with 721,799 reactions and 888 catalyst types from USPTO. Predict which catalyst facilitates the given reaction. (1) Reactant: C([NH:5][S:6]([C:9]1[CH:14]=[CH:13][C:12]([C:15]2[N:16]=[CH:17][N:18]([C:20]3[N:25]=[C:24]([CH3:26])[CH:23]=[C:22]([C:27]4[CH:32]=[CH:31][C:30]([C:33]([F:36])([F:35])[F:34])=[CH:29][CH:28]=4)[N:21]=3)[CH:19]=2)=[CH:11][CH:10]=1)(=[O:8])=[O:7])(C)(C)C.C(O)(C(F)(F)F)=O. Product: [CH3:26][C:24]1[CH:23]=[C:22]([C:27]2[CH:32]=[CH:31][C:30]([C:33]([F:36])([F:34])[F:35])=[CH:29][CH:28]=2)[N:21]=[C:20]([N:18]2[CH:19]=[C:15]([C:12]3[CH:13]=[CH:14][C:9]([S:6]([NH2:5])(=[O:8])=[O:7])=[CH:10][CH:11]=3)[N:16]=[CH:17]2)[N:25]=1. The catalyst class is: 4. (2) Reactant: [CH2:1]([C:4]1[CH:9]=[CH:8][C:7](OB(O)O)=[CH:6][CH:5]=1)[CH2:2][CH3:3].FC(F)(F)S(O[C:20]1[CH:21]=[C:22]2[C:27](=[CH:28][CH:29]=1)[C:26]([F:30])=[C:25]([O:31][C:32]([F:35])([F:34])[F:33])[C:24]([F:36])=[CH:23]2)(=O)=O.O.C1(C)C=CC=CC=1. Product: [F:30][C:26]1[C:27]2[C:22](=[CH:21][C:20]([C:7]3[CH:8]=[CH:9][C:4]([CH2:1][CH2:2][CH3:3])=[CH:5][CH:6]=3)=[CH:29][CH:28]=2)[CH:23]=[C:24]([F:36])[C:25]=1[O:31][C:32]([F:35])([F:33])[F:34]. The catalyst class is: 128. (3) Reactant: [Cl:1][C:2]1[CH:11]=[C:10]2[C:5]([C:6]([N:12]3[CH2:17][CH2:16][N:15]([C:18]([O:20][C:21]([CH3:24])([CH3:23])[CH3:22])=[O:19])[CH2:14][CH2:13]3)=[CH:7][CH:8]=[N:9]2)=[CH:4][C:3]=1I.[Cl:26][C:27]1[CH:32]=[CH:31][CH:30]=[CH:29][C:28]=1B(O)O.C([O-])([O-])=O.[Na+].[Na+]. Product: [Cl:1][C:2]1[CH:11]=[C:10]2[C:5]([C:6]([N:12]3[CH2:17][CH2:16][N:15]([C:18]([O:20][C:21]([CH3:24])([CH3:23])[CH3:22])=[O:19])[CH2:14][CH2:13]3)=[CH:7][CH:8]=[N:9]2)=[CH:4][C:3]=1[C:28]1[CH:29]=[CH:30][CH:31]=[CH:32][C:27]=1[Cl:26]. The catalyst class is: 70. (4) Reactant: [CH3:1][O:2][C:3](=[O:50])[CH2:4][N:5]([C:10]1[CH:15]=[CH:14][C:13]([S:16]([N:19]2[CH2:22][CH:21]([N:23](CC3C=CC=CC=3)[CH2:24][CH:25]([OH:42])[CH2:26][O:27][C:28]3[CH:33]=[CH:32][C:31]([O:34]CC4C=CC=CC=4)=[CH:30][CH:29]=3)[CH2:20]2)(=[O:18])=[O:17])=[CH:12][CH:11]=1)[CH2:6][CH2:7][CH2:8][CH3:9].C([O-])=O.[NH4+]. Product: [CH3:1][O:2][C:3](=[O:50])[CH2:4][N:5]([CH2:6][CH2:7][CH2:8][CH3:9])[C:10]1[CH:11]=[CH:12][C:13]([S:16]([N:19]2[CH2:22][CH:21]([NH:23][CH2:24][CH:25]([OH:42])[CH2:26][O:27][C:28]3[CH:29]=[CH:30][C:31]([OH:34])=[CH:32][CH:33]=3)[CH2:20]2)(=[O:18])=[O:17])=[CH:14][CH:15]=1. The catalyst class is: 19.